Task: Predict the reactants needed to synthesize the given product.. Dataset: Full USPTO retrosynthesis dataset with 1.9M reactions from patents (1976-2016) (1) Given the product [Cl:12][C:13]1[CH:14]=[C:15]([C:16]2([OH:17])[NH:5][C:4]3[CH:6]=[CH:7][CH:8]=[CH:9][C:3]=3[O:18]2)[CH:19]=[CH:20][C:21]=1[OH:22], predict the reactants needed to synthesize it. The reactants are: CO[C:3]1[CH:9]=[C:8](OC)[CH:7]=[CH:6][C:4]=1[NH2:5].[Cl:12][C:13]1[CH:14]=[C:15]([CH:19]=[CH:20][C:21]=1[O:22]C)[C:16]([OH:18])=[O:17]. (2) Given the product [NH:1]1[C:2]2[CH:7]=[CH:6][N:5]=[CH:4][C:3]=2[N:8]=[C:9]1[NH:11][C:12]1[CH:17]=[C:16]([CH:15]=[CH:14][C:13]=1[CH3:34])[C:18]([N:20]1[CH2:21][CH2:22][CH:23]([C:26]2[CH:27]=[CH:28][C:29]([C:32]#[N:33])=[CH:30][CH:31]=2)[CH2:24][CH2:25]1)=[O:19], predict the reactants needed to synthesize it. The reactants are: [NH2:1][C:2]1[CH:7]=[CH:6][N:5]=[CH:4][C:3]=1[NH:8][C:9]([NH:11][C:12]1[CH:17]=[C:16]([C:18]([N:20]2[CH2:25][CH2:24][CH:23]([C:26]3[CH:31]=[CH:30][C:29]([C:32]#[N:33])=[CH:28][CH:27]=3)[CH2:22][CH2:21]2)=[O:19])[CH:15]=[CH:14][C:13]=1[CH3:34])=S.CCN=C=NCCCN(C)C.